Dataset: Forward reaction prediction with 1.9M reactions from USPTO patents (1976-2016). Task: Predict the product of the given reaction. (1) Given the reactants F[C:2]1[CH:7]=[CH:6][CH:5]=[CH:4][C:3]=1[N+:8]([O-:10])=[O:9].[CH2:11]([O:18][C:19]1[CH:25]=[CH:24][C:22]([NH2:23])=[CH:21][CH:20]=1)[C:12]1[CH:17]=[CH:16][CH:15]=[CH:14][CH:13]=1.C([O-])(C)(C)C.[K+], predict the reaction product. The product is: [CH2:11]([O:18][C:19]1[CH:20]=[CH:21][C:22]([NH:23][C:2]2[CH:7]=[CH:6][CH:5]=[CH:4][C:3]=2[N+:8]([O-:10])=[O:9])=[CH:24][CH:25]=1)[C:12]1[CH:13]=[CH:14][CH:15]=[CH:16][CH:17]=1. (2) Given the reactants [Br:1][C:2]1[CH:3]=[CH:4][C:5](I)=[C:6](/[CH:8]=[N:9]/[C:10]([CH3:13])([CH3:12])C)[CH:7]=1.[CH2:15]([OH:19])CC#C.C(NC(C)C)(C)C, predict the reaction product. The product is: [Br:1][C:2]1[CH:7]=[C:6]2[C:5]([CH:13]=[C:10]([CH2:12][CH2:15][OH:19])[N:9]=[CH:8]2)=[CH:4][CH:3]=1.